This data is from Full USPTO retrosynthesis dataset with 1.9M reactions from patents (1976-2016). The task is: Predict the reactants needed to synthesize the given product. (1) Given the product [Cl:10][C:11]1[C:16]([C:9]#[C:8][C:5]2[CH:6]=[CH:7][C:2]([Cl:1])=[CH:3][CH:4]=2)=[CH:15][N:14]=[CH:13][N:12]=1, predict the reactants needed to synthesize it. The reactants are: [Cl:1][C:2]1[CH:7]=[CH:6][C:5]([C:8]#[CH:9])=[CH:4][CH:3]=1.[Cl:10][C:11]1[C:16](I)=[CH:15][N:14]=[CH:13][N:12]=1.C(N(CC)CC)C. (2) Given the product [CH2:38]([N:45]1[CH2:46][CH2:27][C:26]([C:23]2[CH:22]=[CH:21][C:20]([C:11]([O:10][CH2:9][C:3]3[C:2]([F:1])=[CH:7][CH:6]=[CH:5][C:4]=3[F:8])([C:16]([F:19])([F:17])[F:18])[C:12]([F:13])([F:14])[F:15])=[CH:25][CH:24]=2)([S:28]([C:31]2[CH:36]=[CH:35][C:34]([F:37])=[CH:33][CH:32]=2)(=[O:30])=[O:29])[CH2:49]1)[C:39]1[CH:40]=[CH:41][CH:42]=[CH:43][CH:44]=1, predict the reactants needed to synthesize it. The reactants are: [F:1][C:2]1[CH:7]=[CH:6][CH:5]=[C:4]([F:8])[C:3]=1[CH2:9][O:10][C:11]([C:20]1[CH:25]=[CH:24][C:23]([C:26]([S:28]([C:31]2[CH:36]=[CH:35][C:34]([F:37])=[CH:33][CH:32]=2)(=[O:30])=[O:29])=[CH2:27])=[CH:22][CH:21]=1)([C:16]([F:19])([F:18])[F:17])[C:12]([F:15])([F:14])[F:13].[CH2:38]([N:45]([CH2:49][Si](C)(C)C)[CH2:46]OC)[C:39]1[CH:44]=[CH:43][CH:42]=[CH:41][CH:40]=1. (3) Given the product [CH3:1][C:2]1[C:3]([C:26]2[CH:31]=[CH:30][CH:29]=[CH:28][CH:27]=2)=[C:4]([O:14][C:15]2[CH:16]=[CH:17][C:18](/[CH:21]=[CH:22]/[C:23]([N:38]3[CH2:42][CH2:41][CH2:40][CH2:39]3)=[O:25])=[CH:19][CH:20]=2)[C:5]2[C:10]([CH:11]=1)=[CH:9][C:8]([O:12][CH3:13])=[CH:7][CH:6]=2, predict the reactants needed to synthesize it. The reactants are: [CH3:1][C:2]1[C:3]([C:26]2[CH:31]=[CH:30][CH:29]=[CH:28][CH:27]=2)=[C:4]([O:14][C:15]2[CH:20]=[CH:19][C:18](/[CH:21]=[CH:22]/[C:23]([OH:25])=O)=[CH:17][CH:16]=2)[C:5]2[C:10]([CH:11]=1)=[CH:9][C:8]([O:12][CH3:13])=[CH:7][CH:6]=2.C(Cl)(=O)C(Cl)=O.[NH:38]1[CH2:42][CH2:41][CH2:40][CH2:39]1. (4) Given the product [CH3:13][O:12][C:7]1[C:8]([O:10][CH3:11])=[CH:9][C:2]2[S:14][C:15]([C:16]([O:18][CH3:19])=[O:17])=[CH:4][C:3]=2[CH:6]=1, predict the reactants needed to synthesize it. The reactants are: F[C:2]1[CH:9]=[C:8]([O:10][CH3:11])[C:7]([O:12][CH3:13])=[CH:6][C:3]=1[CH:4]=O.[SH:14][CH2:15][C:16]([O:18][CH3:19])=[O:17].C(=O)([O-])[O-].[K+].[K+]. (5) The reactants are: [Cl:1][C:2]1[C:3]([F:22])=[C:4]([NH:9][C:10]([C:12]2[N:16]([CH3:17])[CH:15]=[C:14]([S:18](Cl)(=[O:20])=[O:19])[CH:13]=2)=[O:11])[CH:5]=[CH:6][C:7]=1[F:8].ClC1C(F)=C(C=CC=1F)N.[F:33][C:34]([F:39])([F:38])[C@H:35]([NH2:37])[CH3:36]. Given the product [Cl:1][C:2]1[C:3]([F:22])=[C:4]([NH:9][C:10]([C:12]2[N:16]([CH3:17])[CH:15]=[C:14]([S:18](=[O:20])(=[O:19])[NH:37][C@H:35]([CH3:36])[C:34]([F:39])([F:38])[F:33])[CH:13]=2)=[O:11])[CH:5]=[CH:6][C:7]=1[F:8], predict the reactants needed to synthesize it.